This data is from Choline transporter screen with 302,306 compounds. The task is: Binary Classification. Given a drug SMILES string, predict its activity (active/inactive) in a high-throughput screening assay against a specified biological target. (1) The molecule is O1C(CCC1)CNC(=O)C(=O)NC(c1ccccc1)C. The result is 0 (inactive). (2) The molecule is S=c1n(c2NCN(C(c3ccccc3)C)Cc2c(=O)[nH]1)CC=C. The result is 0 (inactive). (3) The molecule is Clc1cc2OC(Oc2cc1)(NC(=O)NC(COC)C)C(F)(F)F. The result is 0 (inactive). (4) The drug is O(c1ccc(NC(=O)c2ccncc2)cc1)CC. The result is 0 (inactive). (5) The drug is O=c1n(c2nc(nc(c2[nH]1)C(=O)N)CC(C)C)c1c(OC)cccc1. The result is 0 (inactive). (6) The compound is S(=O)(=O)(N1CCC(CC1)C(=O)NC1CCCc2c1cccc2)N1CCCCCC1. The result is 0 (inactive). (7) The compound is s1c2nc(cc(c2c(N)c1C(=O)Nc1cc(OC)ccc1)COC)C. The result is 0 (inactive). (8) The drug is Brc1c(NC(=O)/C(=C(/O)C)C#N)cc(Br)cc1. The result is 0 (inactive). (9) The molecule is S=C(Nc1c(OC)ccc([N+]([O-])=O)c1)Nc1ccccc1. The result is 0 (inactive). (10) The molecule is O(C(c1ccccc1)c1ccccc1)CC(O)CN(C)C. The result is 0 (inactive).